This data is from Full USPTO retrosynthesis dataset with 1.9M reactions from patents (1976-2016). The task is: Predict the reactants needed to synthesize the given product. Given the product [ClH:64].[NH2:21][C@H:17]1[CH2:18][CH2:19][CH2:20][N:15]([C:11]2[N:10]=[C:9]([NH:8][C:1](=[O:2])[O:3][C:4]([CH3:6])([CH3:5])[CH3:7])[CH:14]=[CH:13][CH:12]=2)[CH2:16]1, predict the reactants needed to synthesize it. The reactants are: [C:1]([NH:8][C:9]1[CH:14]=[CH:13][CH:12]=[C:11]([N:15]2[CH2:20][CH2:19][CH2:18][C@H:17]([N:21](C(OC(C)(C)C)=O)C(OC(C)(C)C)=O)[CH2:16]2)[N:10]=1)([O:3][C:4]([CH3:7])([CH3:6])[CH3:5])=[O:2].C(NC1C=CC=C(N2CCC[C@H](NC(OC(C)(C)C)=O)C2)N=1)(OC(C)(C)C)=O.[ClH:64].